From a dataset of Human liver microsome stability data. Regression/Classification. Given a drug SMILES string, predict its absorption, distribution, metabolism, or excretion properties. Task type varies by dataset: regression for continuous measurements (e.g., permeability, clearance, half-life) or binary classification for categorical outcomes (e.g., BBB penetration, CYP inhibition). Dataset: hlm. (1) The compound is COc1cc(N2CCN(C3CCN(c4cc(F)cc5cccnc45)CC3)CC2)c2ncccc2c1. The result is 1 (stable in human liver microsomes). (2) The compound is Cc1ccc(S(=O)(=O)N2CCC(C(=O)Nc3ccc4c(c3)OCO4)CC2)c(C)c1. The result is 0 (unstable in human liver microsomes). (3) The compound is COc1ccc(-c2csc3c(-c4ccc(S(C)(=O)=O)cc4)cnc(N)c23)cn1. The result is 0 (unstable in human liver microsomes). (4) The compound is CN(C)Cc1ccc(Nc2nc3ncnc(Nc4ccc(F)c(Cl)c4)c3s2)cc1. The result is 0 (unstable in human liver microsomes). (5) The compound is CC[C@H](Nc1nc(N)nc(C)c1C#N)c1nc2cccc(NCc3ccc(C(=O)NO)cc3)c2c(=O)n1-c1ccccc1. The result is 1 (stable in human liver microsomes). (6) The drug is Clc1ccc2c(NCCCNCc3ccc(Br)cc3)ccnc2c1. The result is 0 (unstable in human liver microsomes). (7) The drug is CN1CCN(c2nc(NCc3nc4cc(Cl)c(Cl)cc4[nH]3)c3ncn(-c4cccnc4)c3n2)CC1. The result is 1 (stable in human liver microsomes). (8) The compound is Cc1c2c(n3c1CCCN1CCC[C@@H](C1)Nc1cc-3ccc1C(N)=O)CC(C)(C)CC2=O. The result is 1 (stable in human liver microsomes). (9) The molecule is CNCC1(c2cccc3ccccc23)CCCCC1. The result is 0 (unstable in human liver microsomes).